This data is from Catalyst prediction with 721,799 reactions and 888 catalyst types from USPTO. The task is: Predict which catalyst facilitates the given reaction. (1) Reactant: [N:1]([C:4]1[CH:5]=[C:6]2[C:11](=[CH:12][CH:13]=1)[C:10](=[O:14])[NH:9][CH2:8][CH2:7]2)=[N+:2]=[N-:3].O=[C:16]([CH2:23][CH2:24][CH3:25])[CH2:17][C:18]([O:20]CC)=[O:19].[O-]CC.[Na+]. Product: [O:14]=[C:10]1[C:11]2[C:6](=[CH:5][C:4]([N:1]3[C:16]([CH2:23][CH2:24][CH3:25])=[C:17]([C:18]([OH:20])=[O:19])[N:3]=[N:2]3)=[CH:13][CH:12]=2)[CH2:7][CH2:8][NH:9]1. The catalyst class is: 8. (2) Reactant: [C:1]([O:5][C:6]([N:8]1[CH2:13][CH2:12][CH:11]([C:14]([OH:16])=O)[CH2:10][CH2:9]1)=[O:7])([CH3:4])([CH3:3])[CH3:2].ClC1N=C(OC)N=C(OC)N=1.CN1CCOCC1.[CH:35]([C:38]1[CH:43]=[CH:42][C:41]([NH2:44])=[CH:40][CH:39]=1)([CH3:37])[CH3:36]. Product: [C:1]([O:5][C:6]([N:8]1[CH2:9][CH2:10][CH:11]([C:14](=[O:16])[NH:44][C:41]2[CH:42]=[CH:43][C:38]([CH:35]([CH3:37])[CH3:36])=[CH:39][CH:40]=2)[CH2:12][CH2:13]1)=[O:7])([CH3:2])([CH3:3])[CH3:4]. The catalyst class is: 10. (3) Reactant: [N+]([C:4]1[CH:11]=[C:10]([N+:12]([O-:14])=[O:13])[CH:9]=[CH:8][C:5]=1[CH:6]=O)([O-])=O.C([O-])([O-])=O.[K+].[K+].[C:21]([O:25][CH3:26])(=[O:24])[CH2:22][SH:23]. Product: [CH3:26][O:25][C:21]([C:22]1[S:23][C:4]2[CH:11]=[C:10]([N+:12]([O-:14])=[O:13])[CH:9]=[CH:8][C:5]=2[CH:6]=1)=[O:24]. The catalyst class is: 3. (4) Reactant: C(N(CC)CC)C.Cl.[Br:9][C:10]1[CH:11]=[C:12]2[C:16](=[C:17]([C:19]([NH2:21])=[O:20])[CH:18]=1)[NH:15][CH:14]=[C:13]2[CH:22]1[CH2:27][CH2:26][NH:25][CH2:24][CH2:23]1.[CH3:28][CH:29]([S:31](Cl)(=[O:33])=[O:32])[CH3:30]. Product: [Br:9][C:10]1[CH:11]=[C:12]2[C:16](=[C:17]([C:19]([NH2:21])=[O:20])[CH:18]=1)[NH:15][CH:14]=[C:13]2[CH:22]1[CH2:27][CH2:26][N:25]([S:31]([CH:29]([CH3:30])[CH3:28])(=[O:33])=[O:32])[CH2:24][CH2:23]1. The catalyst class is: 173. (5) Reactant: [Cl-].[CH:2]1[C:11]2[C:6](=[CH:7][CH:8]=[CH:9][CH:10]=2)[CH:5]=[CH:4][C:3]=1[C:12](=[O:15])[CH2:13][NH3+:14].[Cl:16][C:17]1[CH:22]=[CH:21][C:20]([S:23](Cl)(=[O:25])=[O:24])=[CH:19][CH:18]=1.CCN(CC)CC. The catalyst class is: 3. Product: [Cl:16][C:17]1[CH:22]=[CH:21][C:20]([S:23]([NH:14][CH2:13][C:12]([C:3]2[CH:4]=[CH:5][C:6]3[C:11](=[CH:10][CH:9]=[CH:8][CH:7]=3)[CH:2]=2)=[O:15])(=[O:25])=[O:24])=[CH:19][CH:18]=1. (6) Product: [OH:8][N:9]1[C:12](=[O:13])[C@@H:11]([NH:14][C:15](=[O:21])[O:16][C:17]([CH3:19])([CH3:18])[CH3:20])[C:10]1([CH3:23])[CH3:22]. Reactant: C([O:8][N:9]1[C:12](=[O:13])[C@@H:11]([NH:14][C:15](=[O:21])[O:16][C:17]([CH3:20])([CH3:19])[CH3:18])[C:10]1([CH3:23])[CH3:22])C1C=CC=CC=1.[H][H]. The catalyst class is: 50.